This data is from Reaction yield outcomes from USPTO patents with 853,638 reactions. The task is: Predict the reaction yield, written as a fraction of the theoretical maximum amount of product (1.0 means a 100% yield; for example, 0.34 means a 34% yield). (1) The reactants are [C:1]([C:5]1[CH:6]=[C:7]2[C:12](=[C:13]([F:15])[CH:14]=1)[C:11](=[O:16])[NH:10][N:9]=[CH:8]2)([CH3:4])([CH3:3])[CH3:2].[Br:17][C:18]1[CH:25]=[CH:24][C:21]([CH2:22]Br)=[C:20]([F:26])[CH:19]=1.C(=O)([O-])[O-].[Cs+].[Cs+].C(#N)C. No catalyst specified. The product is [Br:17][C:18]1[CH:25]=[CH:24][C:21]([CH2:22][N:10]2[N:9]=[CH:8][C:7]3[C:12](=[C:13]([F:15])[CH:14]=[C:5]([C:1]([CH3:4])([CH3:2])[CH3:3])[CH:6]=3)[C:11]2=[O:16])=[C:20]([F:26])[CH:19]=1. The yield is 0.590. (2) The reactants are [CH3:1][N:2]1[C:11]2[C:6](=[CH:7][CH:8]=[C:9]([C:12]([F:15])([F:14])[F:13])[N:10]=2)[CH:5]=[C:4]([C:16](OC2CCCC(=O)C=2)=[O:17])[C:3]1=[O:26].[CH2:27](N(CC)CC)[CH3:28].C[C:35]([CH3:39])([OH:38])[C:36]#N.[C:40](=[O:43])([O-])O.[Na+]. The catalyst is C(#N)C. The product is [OH:43][C:40]1[CH2:28][CH2:27][CH2:39][C:35](=[O:38])[C:36]=1[C:16]([C:4]1[C:3](=[O:26])[N:2]([CH3:1])[C:11]2[C:6]([CH:5]=1)=[CH:7][CH:8]=[C:9]([C:12]([F:15])([F:14])[F:13])[N:10]=2)=[O:17]. The yield is 0.330. (3) The reactants are [F-].C([N+](CCCC)(CCCC)CCCC)CCC.C([SiH2]OC(C)(C)C1C=CC=C(C)C=1N[C:34]([N:36]1[CH2:41][CH2:40][N:39]([C:42]2[CH:47]=[CH:46][C:45]([NH:48][C:49]([NH:51][C:52]3[CH:57]=[C:56]([CH3:58])[CH:55]=[CH:54][C:53]=3[O:59][CH3:60])=[O:50])=[CH:44][CH:43]=2)[CH2:38][CH2:37]1)=[O:35])(C)(C)C.[O:63]1CCCC1. The catalyst is C(OCC)(=O)C. The product is [CH3:60][O:59][C:53]1[CH:54]=[CH:55][C:56]([CH3:58])=[CH:57][C:52]=1[NH:51][C:49](=[O:50])[NH:48][C:45]1[CH:44]=[CH:43][C:42]([N:39]2[CH2:38][CH2:37][N:36]([C:34]([OH:35])=[O:63])[CH2:41][CH2:40]2)=[CH:47][CH:46]=1. The yield is 0.440.